This data is from Forward reaction prediction with 1.9M reactions from USPTO patents (1976-2016). The task is: Predict the product of the given reaction. (1) The product is: [CH3:1][O:2][C:3]1[C:12]([NH:13][C:14]([N:31]2[CH2:30][CH2:29][N:28]([C:25]3[CH:24]=[CH:23][C:22]([Cl:21])=[CH:27][CH:26]=3)[CH2:33][CH2:32]2)=[O:18])=[N:11][C:10]2[C:5](=[CH:6][CH:7]=[C:8]([O:19][CH3:20])[CH:9]=2)[N:4]=1. Given the reactants [CH3:1][O:2][C:3]1[C:12]([NH:13][C:14](=[O:18])OCC)=[N:11][C:10]2[C:5](=[CH:6][CH:7]=[C:8]([O:19][CH3:20])[CH:9]=2)[N:4]=1.[Cl:21][C:22]1[CH:27]=[CH:26][C:25]([N:28]2[CH2:33][CH2:32][NH:31][CH2:30][CH2:29]2)=[CH:24][CH:23]=1, predict the reaction product. (2) Given the reactants [CH3:1][C:2]1([CH3:36])[CH2:11][CH2:10][C:9]([CH3:13])([CH3:12])[C:8]2[CH:7]=[C:6]([Se:14][C:15]#[C:16][C:17]3[CH:26]=[CH:25][C:20]([C:21]([O:23]C)=[O:22])=[CH:19][CH:18]=3)[CH:5]=[C:4]([O:27][CH2:28][C:29]3[CH:34]=[CH:33][C:32]([CH3:35])=[CH:31][CH:30]=3)[C:3]1=2.[OH-].[Na+], predict the reaction product. The product is: [CH3:1][C:2]1([CH3:36])[CH2:11][CH2:10][C:9]([CH3:12])([CH3:13])[C:8]2[CH:7]=[C:6]([Se:14][C:15]#[C:16][C:17]3[CH:26]=[CH:25][C:20]([C:21]([OH:23])=[O:22])=[CH:19][CH:18]=3)[CH:5]=[C:4]([O:27][CH2:28][C:29]3[CH:34]=[CH:33][C:32]([CH3:35])=[CH:31][CH:30]=3)[C:3]1=2. (3) Given the reactants [CH2:1]([O:8][C:9](=[O:24])[NH:10][CH2:11][CH:12](O)[CH2:13][O:14][C:15]1[CH:20]=[CH:19][C:18]([F:21])=[C:17]([F:22])[CH:16]=1)[C:2]1[CH:7]=[CH:6][CH:5]=[CH:4][CH:3]=1.[C:25]1(=[O:35])[C:33]2[C:28](=[CH:29][CH:30]=[CH:31][CH:32]=2)[C:27](=[O:34])[NH:26]1, predict the reaction product. The product is: [CH2:1]([O:8][C:9](=[O:24])[NH:10][CH2:11][CH:12]([N:26]1[C:27](=[O:34])[C:28]2[C:33](=[CH:32][CH:31]=[CH:30][CH:29]=2)[C:25]1=[O:35])[CH2:13][O:14][C:15]1[CH:20]=[CH:19][C:18]([F:21])=[C:17]([F:22])[CH:16]=1)[C:2]1[CH:7]=[CH:6][CH:5]=[CH:4][CH:3]=1. (4) Given the reactants [CH:1]([O:4][C:5]1[C:9]([C:10]([O:12][CH2:13][CH3:14])=[O:11])=[CH:8][NH:7][N:6]=1)([CH3:3])[CH3:2].[H-].[Na+].Br[CH2:18][CH2:19][CH2:20][O:21][CH:22]1[CH2:27][CH2:26][CH2:25][CH2:24][O:23]1.O, predict the reaction product. The product is: [CH:1]([O:4][C:5]1[C:9]([C:10]([O:12][CH2:13][CH3:14])=[O:11])=[CH:8][N:7]([CH2:18][CH2:19][CH2:20][O:21][CH:22]2[CH2:27][CH2:26][CH2:25][CH2:24][O:23]2)[N:6]=1)([CH3:3])[CH3:2].